From a dataset of hERG Central: cardiac toxicity at 1µM, 10µM, and general inhibition. Predict hERG channel inhibition at various concentrations. (1) The drug is Fc1ccc(CSc2ccc3nnc(-c4ccccn4)n3n2)cc1. Results: hERG_inhib (hERG inhibition (general)): blocker. (2) The compound is CCc1ccc(NC(=O)CSc2nc(=O)n(CCCN3CCOCC3)c3c2CCCC3)cc1. Results: hERG_inhib (hERG inhibition (general)): blocker. (3) The drug is O=C(NCC1CC1)c1onc(CSc2ccc(F)cc2)c1C(=O)NCC1CC1. Results: hERG_inhib (hERG inhibition (general)): blocker.